From a dataset of Catalyst prediction with 721,799 reactions and 888 catalyst types from USPTO. Predict which catalyst facilitates the given reaction. (1) Reactant: [CH3:1][O:2][C:3]([C:5]1[CH:6]=[C:7]2[C:11](=[CH:12][CH:13]=1)[N:10]([CH2:14][C:15]1[CH:20]=[C:19]([OH:21])[CH:18]=[CH:17][C:16]=1[Cl:22])[N:9]=[CH:8]2)=[O:4].C1(P(C2C=CC=CC=2)C2C=CC=CC=2)C=CC=CC=1.[CH3:42][C:43](OC(/N=N/C(O[C:43]([CH3:45])([CH3:44])[CH3:42])=O)=O)([CH3:45])[CH3:44].CC(C)CO. Product: [CH3:1][O:2][C:3]([C:5]1[CH:6]=[C:7]2[C:11](=[CH:12][CH:13]=1)[N:10]([CH2:14][C:15]1[CH:20]=[C:19]([O:21][CH2:42][CH:43]([CH3:45])[CH3:44])[CH:18]=[CH:17][C:16]=1[Cl:22])[N:9]=[CH:8]2)=[O:4]. The catalyst class is: 1. (2) Reactant: [CH2:1]([O:8][C@H:9]1[C@H:14]([O:15][CH2:16][C:17]2[CH:22]=[CH:21][CH:20]=[CH:19][CH:18]=2)[C@@H:13]([O:23][CH2:24][C:25]2[CH:30]=[CH:29][CH:28]=[CH:27][CH:26]=2)[C@H:12]([C:31]2[CH:36]=[CH:35][C:34]([Cl:37])=[C:33]([CH2:38][C:39]3[S:40][C:41]([C:44]4[O:45][CH:46]=[CH:47][CH:48]=4)=[CH:42][N:43]=3)[CH:32]=2)[O:11][C@@H:10]1[C:49]([OH:51])=[O:50])[C:2]1[CH:7]=[CH:6][CH:5]=[CH:4][CH:3]=1.[Si](C=[N+]=[N-])(C)(C)[CH3:53].O. Product: [CH2:1]([O:8][C@H:9]1[C@H:14]([O:15][CH2:16][C:17]2[CH:22]=[CH:21][CH:20]=[CH:19][CH:18]=2)[C@@H:13]([O:23][CH2:24][C:25]2[CH:26]=[CH:27][CH:28]=[CH:29][CH:30]=2)[C@H:12]([C:31]2[CH:36]=[CH:35][C:34]([Cl:37])=[C:33]([CH2:38][C:39]3[S:40][C:41]([C:44]4[O:45][CH:46]=[CH:47][CH:48]=4)=[CH:42][N:43]=3)[CH:32]=2)[O:11][C@@H:10]1[C:49]([O:51][CH3:53])=[O:50])[C:2]1[CH:3]=[CH:4][CH:5]=[CH:6][CH:7]=1. The catalyst class is: 2. (3) Reactant: [CH3:1][N:2]([CH3:23])[CH:3]1[CH2:7][CH2:6][N:5]([C:8]2[N:13]=[CH:12][C:11]([N:14]3[CH:19]=[CH:18][C:17]([CH2:20][OH:21])=[CH:16][C:15]3=[O:22])=[CH:10][CH:9]=2)[CH2:4]1.C1C=CC(P(C2C=CC=CC=2)C2C=CC=CC=2)=CC=1.[Cl:43][C:44]1[N:49]=[CH:48][C:47](O)=[CH:46][CH:45]=1.CC(OC(/N=N/C(OC(C)C)=O)=O)C. Product: [Cl:43][C:44]1[N:49]=[CH:48][C:47]([O:21][CH2:20][C:17]2[CH:18]=[CH:19][N:14]([C:11]3[CH:12]=[N:13][C:8]([N:5]4[CH2:6][CH2:7][CH:3]([N:2]([CH3:23])[CH3:1])[CH2:4]4)=[CH:9][CH:10]=3)[C:15](=[O:22])[CH:16]=2)=[CH:46][CH:45]=1. The catalyst class is: 1. (4) Reactant: [C:1]1([NH:7][NH2:8])[CH:6]=[CH:5][CH:4]=[CH:3][CH:2]=1.[CH3:9][O:10][C:11](OC)=[C:12]([C:15]#[N:16])[C:13]#[N:14]. Product: [NH2:16][C:15]1[N:7]([C:1]2[CH:6]=[CH:5][CH:4]=[CH:3][CH:2]=2)[N:8]=[C:11]([O:10][CH3:9])[C:12]=1[C:13]#[N:14]. The catalyst class is: 8.